Dataset: TCR-epitope binding with 47,182 pairs between 192 epitopes and 23,139 TCRs. Task: Binary Classification. Given a T-cell receptor sequence (or CDR3 region) and an epitope sequence, predict whether binding occurs between them. (1) The epitope is RPHERNGFTVL. The TCR CDR3 sequence is CASLAGVGEQYF. Result: 0 (the TCR does not bind to the epitope). (2) The epitope is ELAGIGILTV. The TCR CDR3 sequence is CASSRGGGSNQPQHF. Result: 1 (the TCR binds to the epitope). (3) The epitope is GILGFVFTL. The TCR CDR3 sequence is CASSPHGGQPRTGQHF. Result: 1 (the TCR binds to the epitope). (4) The epitope is SSNVANYQK. The TCR CDR3 sequence is CSAPRDDGSDGYTF. Result: 1 (the TCR binds to the epitope). (5) The epitope is YFPLQSYGF. The TCR CDR3 sequence is CATSDHLAGGLDTQYF. Result: 1 (the TCR binds to the epitope). (6) The epitope is IYSKHTPINL. The TCR CDR3 sequence is CASSSGGDERYTGELFF. Result: 0 (the TCR does not bind to the epitope). (7) The epitope is GTSGSPIIDK. The TCR CDR3 sequence is CASSLVVLNTEAFF. Result: 0 (the TCR does not bind to the epitope). (8) The epitope is TPRVTGGGAM. The TCR CDR3 sequence is CAISDRGGEDEQYF. Result: 1 (the TCR binds to the epitope). (9) The TCR CDR3 sequence is CASSPNFGPNYGYTF. The epitope is ALSKGVHFV. Result: 0 (the TCR does not bind to the epitope). (10) The epitope is LPAADLDDF. The TCR CDR3 sequence is CASSQSGGGIGNSPLHF. Result: 0 (the TCR does not bind to the epitope).